This data is from Full USPTO retrosynthesis dataset with 1.9M reactions from patents (1976-2016). The task is: Predict the reactants needed to synthesize the given product. (1) Given the product [ClH:1].[CH3:17][N:16]([CH3:18])[C:15]([CH:12]1[CH2:13][CH2:14][CH:9]([NH2:8])[CH2:10][CH2:11]1)=[O:19], predict the reactants needed to synthesize it. The reactants are: [ClH:1].C(OC(=O)[NH:8][CH:9]1[CH2:14][CH2:13][CH:12]([C:15](=[O:19])[N:16]([CH3:18])[CH3:17])[CH2:11][CH2:10]1)(C)(C)C.C1(C)C=CC=CC=1. (2) Given the product [Cl:1][C:2]1[CH:3]=[CH:4][C:5]([C:8]2[N:9]=[C:10]([C:13]([N:16]3[CH2:21][CH2:20][CH2:19][CH2:18][CH2:17]3)=[O:15])[S:11][CH:12]=2)=[CH:6][CH:7]=1, predict the reactants needed to synthesize it. The reactants are: [Cl:1][C:2]1[CH:7]=[CH:6][C:5]([C:8]2[N:9]=[C:10]([C:13]([OH:15])=O)[S:11][CH:12]=2)=[CH:4][CH:3]=1.[NH:16]1[CH2:21][CH2:20][CH2:19][CH2:18][CH2:17]1.C(Cl)CCl.C(N(CC)CC)C.